Dataset: Peptide-MHC class I binding affinity with 185,985 pairs from IEDB/IMGT. Task: Regression. Given a peptide amino acid sequence and an MHC pseudo amino acid sequence, predict their binding affinity value. This is MHC class I binding data. (1) The peptide sequence is STHMENILK. The MHC is HLA-B40:01 with pseudo-sequence HLA-B40:01. The binding affinity (normalized) is 0.0847. (2) The peptide sequence is HIMPNSFRV. The MHC is HLA-A02:11 with pseudo-sequence HLA-A02:11. The binding affinity (normalized) is 1.00. (3) The peptide sequence is ISKANWMTY. The MHC is HLA-B57:01 with pseudo-sequence HLA-B57:01. The binding affinity (normalized) is 0.590. (4) The peptide sequence is AELIEANLL. The MHC is Patr-B2401 with pseudo-sequence Patr-B2401. The binding affinity (normalized) is 0.603.